From a dataset of Merck oncology drug combination screen with 23,052 pairs across 39 cell lines. Regression. Given two drug SMILES strings and cell line genomic features, predict the synergy score measuring deviation from expected non-interaction effect. (1) Drug 1: CN(Cc1cnc2nc(N)nc(N)c2n1)c1ccc(C(=O)NC(CCC(=O)O)C(=O)O)cc1. Drug 2: O=C(O)C1(Cc2cccc(Nc3nccs3)n2)CCC(Oc2cccc(Cl)c2F)CC1. Cell line: NCIH1650. Synergy scores: synergy=-5.83. (2) Drug 1: CCC1=CC2CN(C1)Cc1c([nH]c3ccccc13)C(C(=O)OC)(c1cc3c(cc1OC)N(C)C1C(O)(C(=O)OC)C(OC(C)=O)C4(CC)C=CCN5CCC31C54)C2. Drug 2: CCN(CC)CCNC(=O)c1c(C)[nH]c(C=C2C(=O)Nc3ccc(F)cc32)c1C. Cell line: VCAP. Synergy scores: synergy=-16.8. (3) Drug 1: CN1C(=O)C=CC2(C)C3CCC4(C)C(NC(=O)OCC(F)(F)F)CCC4C3CCC12. Drug 2: NC1(c2ccc(-c3nc4ccn5c(=O)[nH]nc5c4cc3-c3ccccc3)cc2)CCC1. Cell line: SW837. Synergy scores: synergy=10.5. (4) Drug 1: CCC1=CC2CN(C1)Cc1c([nH]c3ccccc13)C(C(=O)OC)(c1cc3c(cc1OC)N(C)C1C(O)(C(=O)OC)C(OC(C)=O)C4(CC)C=CCN5CCC31C54)C2. Drug 2: CNC(=O)c1cc(Oc2ccc(NC(=O)Nc3ccc(Cl)c(C(F)(F)F)c3)cc2)ccn1. Cell line: SKMEL30. Synergy scores: synergy=5.96. (5) Drug 1: CN(C)C(=N)N=C(N)N. Drug 2: CS(=O)(=O)CCNCc1ccc(-c2ccc3ncnc(Nc4ccc(OCc5cccc(F)c5)c(Cl)c4)c3c2)o1. Cell line: KPL1. Synergy scores: synergy=0.624. (6) Drug 1: NC1(c2ccc(-c3nc4ccn5c(=O)[nH]nc5c4cc3-c3ccccc3)cc2)CCC1. Drug 2: Cn1c(=O)n(-c2ccc(C(C)(C)C#N)cc2)c2c3cc(-c4cnc5ccccc5c4)ccc3ncc21. Cell line: EFM192B. Synergy scores: synergy=20.3.